Dataset: Full USPTO retrosynthesis dataset with 1.9M reactions from patents (1976-2016). Task: Predict the reactants needed to synthesize the given product. (1) Given the product [Cl:1][C:2]1[N:7]=[C:6]([NH:8][C@H:9]2[CH2:14][CH2:13][CH2:12][C@@H:11]([C:15]([OH:17])=[O:16])[CH2:10]2)[C:5]([F:20])=[CH:4][N:3]=1, predict the reactants needed to synthesize it. The reactants are: [Cl:1][C:2]1[N:7]=[C:6]([NH:8][C@H:9]2[CH2:14][CH2:13][CH2:12][C@@H:11]([C:15]([O:17]CC)=[O:16])[CH2:10]2)[C:5]([F:20])=[CH:4][N:3]=1.O[Li].O.Cl.CCOC(C)=O. (2) Given the product [O:1]=[C:2]1[NH:10][C:5]2=[N:6][CH:7]=[CH:8][CH:9]=[C:4]2[N:3]1[CH:11]1[CH2:12][CH2:13][N:14]([C:17]2[CH:22]=[CH:21][N:20]=[C:19]([C:23]([OH:25])=[O:24])[N:18]=2)[CH2:15][CH2:16]1, predict the reactants needed to synthesize it. The reactants are: [O:1]=[C:2]1[NH:10][C:5]2=[N:6][CH:7]=[CH:8][CH:9]=[C:4]2[N:3]1[CH:11]1[CH2:16][CH2:15][N:14]([C:17]2[CH:22]=[CH:21][N:20]=[C:19]([C:23]([O:25]C)=[O:24])[N:18]=2)[CH2:13][CH2:12]1.[OH-].[Na+]. (3) Given the product [CH:1]1([NH:7][C:8]2[C:13]([C:14]3[N:18]=[N:17][NH:16][N:15]=3)=[CH:12][N:11]=[C:10]([NH:19][C:20]3[CH:21]=[CH:22][C:23]([S:26]([CH3:34])(=[NH:28])=[O:27])=[CH:24][CH:25]=3)[N:9]=2)[CH2:2][CH2:3][CH2:4][CH2:5][CH2:6]1, predict the reactants needed to synthesize it. The reactants are: [CH:1]1([NH:7][C:8]2[C:13]([C:14]3[N:15]=[N:16][NH:17][N:18]=3)=[CH:12][N:11]=[C:10]([NH:19][C:20]3[CH:25]=[CH:24][C:23]([S:26]([CH3:34])(=[N:28]C(OCC)=O)=[O:27])=[CH:22][CH:21]=3)[N:9]=2)[CH2:6][CH2:5][CH2:4][CH2:3][CH2:2]1.C([O-])C.[Na+].[Na+].[Cl-]. (4) Given the product [F:30][CH:28]([F:29])[O:27][C:8]1[C:7]2[C:12](=[C:13]([F:16])[CH:14]=[CH:15][C:6]=2[O:5][CH2:4][C:3]([OH:31])=[O:2])[N:11]=[C:10]([CH2:17][CH3:18])[C:9]=1[CH2:19][C:20]1[CH:21]=[CH:22][C:23]([F:26])=[CH:24][CH:25]=1, predict the reactants needed to synthesize it. The reactants are: C[O:2][C:3](=[O:31])[CH2:4][O:5][C:6]1[CH:15]=[CH:14][C:13]([F:16])=[C:12]2[C:7]=1[C:8]([O:27][CH:28]([F:30])[F:29])=[C:9]([CH2:19][C:20]1[CH:25]=[CH:24][C:23]([F:26])=[CH:22][CH:21]=1)[C:10]([CH2:17][CH3:18])=[N:11]2.CO.O1CCCC1.[OH-].[Li+]. (5) The reactants are: [CH2:1]([C@H:6]1[CH2:11][CH2:10][CH2:9][N:8]([CH2:12][C@@H:13]2[CH2:18][CH2:17][CH2:16][CH2:15][C@H:14]2[NH:19]C(=O)OC(C)(C)C)[CH2:7]1)[CH2:2][CH2:3][CH2:4][CH3:5].[ClH:27]. Given the product [ClH:27].[CH2:1]([C@H:6]1[CH2:11][CH2:10][CH2:9][N:8]([CH2:12][C@@H:13]2[CH2:18][CH2:17][CH2:16][CH2:15][C@H:14]2[NH2:19])[CH2:7]1)[CH2:2][CH2:3][CH2:4][CH3:5], predict the reactants needed to synthesize it. (6) Given the product [C:21]([C:23]1[CH:31]=[CH:30][C:26]([C:27]([NH:20][C:3]2[C:4]([Cl:19])=[CH:5][C:6]([C:9]([F:18])([C:10]([F:12])([F:13])[F:11])[C:14]([F:15])([F:16])[F:17])=[C:7]([F:8])[C:2]=2[Cl:1])=[O:28])=[CH:25][C:24]=1[N+:32]([O-:34])=[O:33])#[N:22], predict the reactants needed to synthesize it. The reactants are: [Cl:1][C:2]1[C:7]([F:8])=[C:6]([C:9]([F:18])([C:14]([F:17])([F:16])[F:15])[C:10]([F:13])([F:12])[F:11])[CH:5]=[C:4]([Cl:19])[C:3]=1[NH2:20].[C:21]([C:23]1[CH:31]=[CH:30][C:26]([C:27](O)=[O:28])=[CH:25][C:24]=1[N+:32]([O-:34])=[O:33])#[N:22].N1C=CC=CC=1.O=C1N([ClH]P([ClH]N2CCOC2=O)=O)CCO1. (7) Given the product [Cl:17][C:18]1[C:19]([C:2]2[CH:3]=[CH:4][CH:5]=[C:6]([NH:8][CH2:9][C:10]3[CH:15]=[CH:14][CH:13]=[C:12]([F:16])[CH:11]=3)[N:7]=2)=[CH:20][C:21]([F:24])=[N:22][CH:23]=1, predict the reactants needed to synthesize it. The reactants are: Br[C:2]1[N:7]=[C:6]([NH:8][CH2:9][C:10]2[CH:15]=[CH:14][CH:13]=[C:12]([F:16])[CH:11]=2)[CH:5]=[CH:4][CH:3]=1.[Cl:17][C:18]1[C:19](B(O)O)=[CH:20][C:21]([F:24])=[N:22][CH:23]=1.C(Cl)Cl.COCCOC. (8) Given the product [Cl-:1].[CH:9]([N:12]([CH:13]([CH3:15])[CH3:14])[C:3]1[CH2+:2]([Cl:1])[C:4]=1[N:12]([CH:13]([CH3:15])[CH3:14])[CH:9]([CH3:11])[CH3:10])([CH3:11])[CH3:10], predict the reactants needed to synthesize it. The reactants are: [Cl:1][CH:2]1[C:4](Cl)(Cl)[C:3]1(Cl)Cl.[CH:9]([NH:12][CH:13]([CH3:15])[CH3:14])([CH3:11])[CH3:10]. (9) Given the product [C:1]([C:3]1[CH:4]=[C:5]([S:10]([NH2:13])(=[O:12])=[O:11])[CH:6]=[CH:7][C:8]=1[NH:21][CH2:20][CH:17]1[CH2:18][CH2:19][O:14][CH2:15][CH2:16]1)#[N:2], predict the reactants needed to synthesize it. The reactants are: [C:1]([C:3]1[CH:4]=[C:5]([S:10]([NH2:13])(=[O:12])=[O:11])[CH:6]=[CH:7][C:8]=1F)#[N:2].[O:14]1[CH2:19][CH2:18][CH:17]([CH2:20][NH2:21])[CH2:16][CH2:15]1.C(N(CC)C(C)C)(C)C. (10) Given the product [C:20]([NH:23][CH2:24][C:25]([NH:1][CH2:2][C@:3]1([CH2:18][OH:19])[O:7][C@@H:6]([N:8]2[CH:16]=[C:14]([CH3:15])[C:12](=[O:13])[NH:11][C:9]2=[O:10])[CH2:5][C@@H:4]1[OH:17])=[O:26])(=[O:22])[CH3:21], predict the reactants needed to synthesize it. The reactants are: [NH2:1][CH2:2][C@:3]1([CH2:18][OH:19])[O:7][C@@H:6]([N:8]2[CH:16]=[C:14]([CH3:15])[C:12](=[O:13])[NH:11][C:9]2=[O:10])[CH2:5][C@@H:4]1[OH:17].[C:20]([NH:23][CH2:24][C:25](O)=[O:26])(=[O:22])[CH3:21].[B-](F)(F)(F)F.CN(C(ON1C(=O)CCC1=O)=[N+](C)C)C.C(N(C(C)C)CC)(C)C.